This data is from Reaction yield outcomes from USPTO patents with 853,638 reactions. The task is: Predict the reaction yield, written as a fraction of the theoretical maximum amount of product (1.0 means a 100% yield; for example, 0.34 means a 34% yield). (1) The reactants are [Li]CCCC.N(C(C)C)C(C)C.[CH:13]1([C:17]([O:19][CH2:20][CH3:21])=[O:18])[CH2:16][CH2:15][CH2:14]1.Br[CH2:23][CH2:24][CH2:25][CH2:26][Cl:27].[NH4+].[Cl-]. The catalyst is C1COCC1. The product is [Cl:27][CH2:26][CH2:25][CH2:24][CH2:23][C:13]1([C:17]([O:19][CH2:20][CH3:21])=[O:18])[CH2:16][CH2:15][CH2:14]1. The yield is 0.860. (2) The reactants are [F:1][C:2]1([F:60])[C@H:6]([O:7][C:8]([C:23]2[CH:28]=[CH:27][CH:26]=[CH:25][CH:24]=2)([C:17]2[CH:22]=[CH:21][CH:20]=[CH:19][CH:18]=2)[C:9]2[CH:14]=[CH:13][C:12]([O:15][CH3:16])=[CH:11][CH:10]=2)[C@@H:5]([CH:29]=[O:30])[O:4][C@H:3]1[N:31]1[CH:59]=[CH:58][C:35]([NH:36][C:37]([C:52]2[CH:57]=[CH:56][CH:55]=[CH:54][CH:53]=2)([C:46]2[CH:51]=[CH:50][CH:49]=[CH:48][CH:47]=2)[C:38]2[CH:43]=[CH:42][C:41]([O:44][CH3:45])=[CH:40][CH:39]=2)=[N:34][C:32]1=[O:33].[CH2:61]([Mg]Br)[CH2:62][CH3:63].N#N. The catalyst is C1COCC1. The product is [F:60][C:2]1([F:1])[C@H:6]([O:7][C:8]([C:23]2[CH:24]=[CH:25][CH:26]=[CH:27][CH:28]=2)([C:17]2[CH:18]=[CH:19][CH:20]=[CH:21][CH:22]=2)[C:9]2[CH:10]=[CH:11][C:12]([O:15][CH3:16])=[CH:13][CH:14]=2)[C@@H:5]([CH:29]([CH2:61][CH2:62][CH3:63])[OH:30])[O:4][C@H:3]1[N:31]1[CH:59]=[CH:58][C:35]([NH:36][C:37]([C:46]2[CH:47]=[CH:48][CH:49]=[CH:50][CH:51]=2)([C:52]2[CH:53]=[CH:54][CH:55]=[CH:56][CH:57]=2)[C:38]2[CH:43]=[CH:42][C:41]([O:44][CH3:45])=[CH:40][CH:39]=2)=[N:34][C:32]1=[O:33]. The yield is 0.411. (3) The reactants are [Cl:1][C:2]1[CH:7]=[CH:6][C:5]([C:8]2([OH:16])[CH2:13][CH2:12][NH:11][CH2:10][C:9]2([CH3:15])[CH3:14])=[CH:4][CH:3]=1.[CH:17](=O)[C:18]1[CH:23]=[CH:22][CH:21]=[CH:20][CH:19]=1.C(O[BH-](OC(=O)C)OC(=O)C)(=O)C.[Na+]. The catalyst is C(Cl)Cl. The product is [CH2:17]([N:11]1[CH2:12][CH2:13][C:8]([C:5]2[CH:6]=[CH:7][C:2]([Cl:1])=[CH:3][CH:4]=2)([OH:16])[C:9]([CH3:14])([CH3:15])[CH2:10]1)[C:18]1[CH:23]=[CH:22][CH:21]=[CH:20][CH:19]=1. The yield is 0.940. (4) The reactants are [Cl:1][C:2]1[CH:7]=[C:6](Cl)[N:5]=[CH:4][N:3]=1.[CH:9]1[C:18]2[C:13](=[CH:14][CH:15]=[CH:16][CH:17]=2)[CH:12]=[CH:11][C:10]=1B(O)O.C(=O)([O-])[O-].[Na+].[Na+]. The catalyst is C1C=CC(P(C2C=CC=CC=2)C2C=CC=CC=2)=CC=1.C1C=CC(P(C2C=CC=CC=2)C2C=CC=CC=2)=CC=1.Cl[Pd]Cl.O.C(#N)C. The product is [Cl:1][C:2]1[CH:7]=[C:6]([C:11]2[CH:10]=[CH:9][C:18]3[C:13](=[CH:14][CH:15]=[CH:16][CH:17]=3)[CH:12]=2)[N:5]=[CH:4][N:3]=1. The yield is 0.480. (5) The reactants are [O:1]=[C:2]1[C:10]2[C:5](=[CH:6][CH:7]=[CH:8][CH:9]=2)[C:4](=[O:11])[N:3]1[CH2:12][C:13](=O)[C:14]([O:16]CC)=O.[CH3:20]/[C:21](/[NH2:24])=[N:22]/[NH2:23].Cl. The catalyst is CCO. The product is [CH3:20][C:21]1[NH:24][C:14](=[O:16])[C:13]([CH2:12][N:3]2[C:4](=[O:11])[C:5]3[C:10](=[CH:9][CH:8]=[CH:7][CH:6]=3)[C:2]2=[O:1])=[N:23][N:22]=1. The yield is 0.730. (6) The yield is 0.780. The catalyst is CN(C=O)C. The product is [S:42](=[O:44])(=[O:43])([O:37][CH2:36][C@H:22]1[CH2:21][C@@H:20]([NH:19][C:14]2[C:13]([C:11]([C:8]3[S:9][CH:10]=[C:6]([CH2:5][C:4]4[CH:38]=[CH:39][CH:40]=[C:2]([Br:1])[CH:3]=4)[CH:7]=3)=[O:12])=[CH:18][N:17]=[CH:16][N:15]=2)[CH2:24][C@@H:23]1[O:25][Si:26]([CH:33]([CH3:34])[CH3:35])([CH:27]([CH3:28])[CH3:29])[CH:30]([CH3:31])[CH3:32])[NH2:45]. The reactants are [Br:1][C:2]1[CH:3]=[C:4]([CH:38]=[CH:39][CH:40]=1)[CH2:5][C:6]1[CH:7]=[C:8]([C:11]([C:13]2[C:14]([NH:19][C@H:20]3[CH2:24][C@H:23]([O:25][Si:26]([CH:33]([CH3:35])[CH3:34])([CH:30]([CH3:32])[CH3:31])[CH:27]([CH3:29])[CH3:28])[C@@H:22]([CH2:36][OH:37])[CH2:21]3)=[N:15][CH:16]=[N:17][CH:18]=2)=[O:12])[S:9][CH:10]=1.Cl[S:42]([NH2:45])(=[O:44])=[O:43]. (7) The reactants are Cl.Cl.[NH2:3][C:4]1[CH:9]=[C:8]([NH2:10])[CH:7]=[CH:6][C:5]=1[OH:11].[C:12](O)(=O)[C:13]1[CH:18]=[CH:17][CH:16]=[CH:15][CH:14]=1. The catalyst is O. The product is [C:13]1([C:12]2[O:11][C:5]3[CH:6]=[CH:7][C:8]([NH2:10])=[CH:9][C:4]=3[N:3]=2)[CH:18]=[CH:17][CH:16]=[CH:15][CH:14]=1. The yield is 0.970. (8) The product is [O:34]=[C:26]1[N:23]([NH:32][S:29]([CH3:28])(=[O:31])=[O:30])[C:3](=[O:20])[C:4]2[C:5](=[CH:6][C:7]([C:15]([F:16])([F:17])[F:18])=[C:8]([CH:10]3[CH2:14][CH2:13][CH2:12][O:11]3)[CH:9]=2)[NH:19]1. The catalyst is C1COCC1. The reactants are CO[C:3](=[O:20])[C:4]1[CH:9]=[C:8]([CH:10]2[CH2:14][CH2:13][CH2:12][O:11]2)[C:7]([C:15]([F:18])([F:17])[F:16])=[CH:6][C:5]=1[NH2:19].CC[N:23]([CH2:26]C)CC.[CH3:28][S:29]([NH:32]N)(=[O:31])=[O:30].[OH-:34].[Na+].Cl. The yield is 0.870. (9) The reactants are [CH:1]1([C:5]2[C:13]([C:14]([O:16][CH3:17])=[O:15])=[CH:12][C:8]([C:9]([OH:11])=O)=[C:7]([CH3:18])[CH:6]=2)[CH2:4][CH2:3][CH2:2]1.Cl.[NH:20]1[CH2:25][CH2:24][CH:23]([C:26]2[CH:33]=[CH:32][C:29]([C:30]#[N:31])=[CH:28][CH:27]=2)[CH2:22][CH2:21]1.CCN=C=NCCCN(C)C.Cl. The catalyst is CN(C)C=O.CN(C)C1C=CN=CC=1.C(OCC)(=O)C. The product is [C:30]([C:29]1[CH:28]=[CH:27][C:26]([CH:23]2[CH2:24][CH2:25][N:20]([C:9]([C:8]3[C:7]([CH3:18])=[CH:6][C:5]([CH:1]4[CH2:2][CH2:3][CH2:4]4)=[C:13]([CH:12]=3)[C:14]([O:16][CH3:17])=[O:15])=[O:11])[CH2:21][CH2:22]2)=[CH:33][CH:32]=1)#[N:31]. The yield is 0.910.